This data is from Full USPTO retrosynthesis dataset with 1.9M reactions from patents (1976-2016). The task is: Predict the reactants needed to synthesize the given product. (1) The reactants are: [CH3:1][N:2]1[CH2:8][CH2:7][CH2:6][NH:5][CH2:4][CH2:3]1.[Br:9][C:10]1[CH:18]=[CH:17][C:13]([C:14]([OH:16])=O)=[C:12]([F:19])[CH:11]=1. Given the product [Br:9][C:10]1[CH:18]=[CH:17][C:13]([C:14]([N:5]2[CH2:6][CH2:7][CH2:8][N:2]([CH3:1])[CH2:3][CH2:4]2)=[O:16])=[C:12]([F:19])[CH:11]=1, predict the reactants needed to synthesize it. (2) Given the product [CH2:10]([O:12][C:13](=[O:16])[CH2:14][O:9][C:5]1[CH:6]=[CH:7][CH:8]=[C:3]([O:2][CH3:1])[CH:4]=1)[CH3:11], predict the reactants needed to synthesize it. The reactants are: [CH3:1][O:2][C:3]1[CH:4]=[C:5]([OH:9])[CH:6]=[CH:7][CH:8]=1.[CH2:10]([O:12][C:13](=[O:16])[CH2:14]Br)[CH3:11]. (3) The reactants are: [CH3:1][C:2]1[C:6]([C:7]2[CH:8]=[C:9]3[C:13](=[CH:14][CH:15]=2)[NH:12][C:11](=[O:16])[C:10]3(O)[C:17]2[CH:22]=[CH:21][CH:20]=[CH:19][CH:18]=2)=[C:5]([CH3:24])[O:4][N:3]=1.[N:25]1C=CC=CC=1.O=S(Cl)Cl. Given the product [NH2:25][C:10]1([C:17]2[CH:22]=[CH:21][CH:20]=[CH:19][CH:18]=2)[C:9]2[C:13](=[CH:14][CH:15]=[C:7]([C:6]3[C:2]([CH3:1])=[N:3][O:4][C:5]=3[CH3:24])[CH:8]=2)[NH:12][C:11]1=[O:16], predict the reactants needed to synthesize it.